From a dataset of Full USPTO retrosynthesis dataset with 1.9M reactions from patents (1976-2016). Predict the reactants needed to synthesize the given product. (1) Given the product [CH3:28][O:27][C:24]1[CH:25]=[C:26]2[C:21](=[CH:22][C:23]=1[O:29][CH3:30])[N:20]=[CH:19][N:18]=[C:17]2[O:14][C:12]1[CH:13]=[C:8]([CH:9]=[CH:10][C:11]=1[F:15])[NH2:7], predict the reactants needed to synthesize it. The reactants are: C(=O)([O-])[O-].[Cs+].[Cs+].[NH2:7][C:8]1[CH:9]=[CH:10][C:11]([F:15])=[C:12]([OH:14])[CH:13]=1.Cl[C:17]1[C:26]2[C:21](=[CH:22][C:23]([O:29][CH3:30])=[C:24]([O:27][CH3:28])[CH:25]=2)[N:20]=[CH:19][N:18]=1. (2) Given the product [N:52]1([CH2:2][C:3]2[N:8]=[C:7]([C:9]([F:12])([F:11])[F:10])[N:6]=[C:5]([C:13]([N:15]3[CH2:16][CH2:17][CH:18]([N:21]4[CH2:24][C:23]([CH2:47][C:48]#[N:49])([N:25]5[CH:29]=[C:28]([C:30]6[C:31]7[CH:38]=[CH:37][NH:36][C:32]=7[N:33]=[CH:34][N:35]=6)[CH:27]=[N:26]5)[CH2:22]4)[CH2:19][CH2:20]3)=[O:14])[CH:4]=2)[CH2:53][CH2:54][CH2:51][CH2:50]1, predict the reactants needed to synthesize it. The reactants are: O[CH2:2][C:3]1[N:8]=[C:7]([C:9]([F:12])([F:11])[F:10])[N:6]=[C:5]([C:13]([N:15]2[CH2:20][CH2:19][CH:18]([N:21]3[CH2:24][C:23]([CH2:47][C:48]#[N:49])([N:25]4[CH:29]=[C:28]([C:30]5[C:31]6[CH:38]=[CH:37][N:36](COCC[Si](C)(C)C)[C:32]=6[N:33]=[CH:34][N:35]=5)[CH:27]=[N:26]4)[CH2:22]3)[CH2:17][CH2:16]2)=[O:14])[CH:4]=1.[CH2:50]([N:52](CC)[CH2:53][CH3:54])[CH3:51].CS(Cl)(=O)=O.S([O-])(=O)(=O)C.N1CCCC1.FC(F)(F)C(O)=O. (3) Given the product [CH3:1][S:2]([C:3]1[N:4]=[N:5][C:6]([C:9]2[CH:10]=[CH:11][CH:12]=[CH:13][CH:14]=2)=[CH:7][N:8]=1)=[O:20], predict the reactants needed to synthesize it. The reactants are: [CH3:1][S:2][C:3]1[N:4]=[N:5][C:6]([C:9]2[CH:14]=[CH:13][CH:12]=[CH:11][CH:10]=2)=[CH:7][N:8]=1.ClC1C=C(C=CC=1)C(OO)=[O:20].O.S([O-])([O-])(=O)=S.[Na+].[Na+]. (4) Given the product [CH3:1][NH:2][C:3]([N:5]1[C:13]2[C:8](=[CH:9][C:10]([O:14][C:15]3[CH:20]=[CH:19][N:18]=[C:17]([NH:21][C:22]([N:49]4[CH2:50][CH2:51][CH:46]([N:40]5[CH2:45][CH2:44][CH2:43][CH2:42][CH2:41]5)[CH2:47][CH2:48]4)=[O:23])[CH:16]=3)=[CH:11][CH:12]=2)[CH:7]=[CH:6]1)=[O:4], predict the reactants needed to synthesize it. The reactants are: [CH3:1][NH:2][C:3]([N:5]1[C:13]2[C:8](=[CH:9][C:10]([O:14][C:15]3[CH:20]=[CH:19][N:18]=[C:17]([N:21](C(OC4C=CC=CC=4)=O)[C:22](=O)[O:23]C4C=CC=CC=4)[CH:16]=3)=[CH:11][CH:12]=2)[CH:7]=[CH:6]1)=[O:4].[N:40]1([CH:46]2[CH2:51][CH2:50][NH:49][CH2:48][CH2:47]2)[CH2:45][CH2:44][CH2:43][CH2:42][CH2:41]1. (5) Given the product [CH2:45]([N:41]1[CH2:42][CH2:43][CH2:44][CH:40]1[CH2:39][NH:38][C:5]([NH:37][C:34]1[CH:33]=[CH:32][C:31]([C:22]2[N:23]=[C:24]([N:25]3[CH2:30][CH2:29][O:28][CH2:27][CH2:26]3)[C:19]3[N:18]=[N:17][N:16]([CH:13]([CH3:15])[CH3:14])[C:20]=3[N:21]=2)=[CH:36][CH:35]=1)=[O:11])[CH3:46], predict the reactants needed to synthesize it. The reactants are: ClC(Cl)(O[C:5](=[O:11])OC(Cl)(Cl)Cl)Cl.[CH:13]([N:16]1[C:20]2[N:21]=[C:22]([C:31]3[CH:36]=[CH:35][C:34]([NH2:37])=[CH:33][CH:32]=3)[N:23]=[C:24]([N:25]3[CH2:30][CH2:29][O:28][CH2:27][CH2:26]3)[C:19]=2[N:18]=[N:17]1)([CH3:15])[CH3:14].[NH2:38][CH2:39][CH:40]1[CH2:44][CH2:43][CH2:42][N:41]1[CH2:45][CH3:46].CCN(CC)CC. (6) Given the product [NH2:1][CH:2]([C:6]1[CH:11]=[CH:10][CH:9]=[C:8]([Cl:12])[C:7]=1[Cl:13])[CH2:3][OH:4], predict the reactants needed to synthesize it. The reactants are: [NH2:1][CH:2]([C:6]1[CH:11]=[CH:10][CH:9]=[C:8]([Cl:12])[C:7]=1[Cl:13])[C:3](O)=[O:4].B.C1COCC1.[OH-].[Na+].